Dataset: Forward reaction prediction with 1.9M reactions from USPTO patents (1976-2016). Task: Predict the product of the given reaction. Given the reactants FC(F)(F)C(O)=O.[Cl:8][C:9]1[CH:14]=[C:13]2[NH:15][C:16](=[O:38])[C:17]3([CH:21]([C:22]4[CH:27]=[CH:26][C:25]([F:28])=[C:24]([Cl:29])[CH:23]=4)[CH:20]([C:30](O)=[O:31])[NH:19][CH:18]3[CH2:33][C:34]([CH3:37])([CH3:36])[CH3:35])[C:12]2=[CH:11][CH:10]=1.C(N(C(C)C)CC)(C)C.C1(P(Cl)(C2C=CC=CC=2)=O)C=CC=CC=1.[NH2:63][C:64]1[CH:73]=[CH:72][C:67]([C:68]([O:70][CH3:71])=[O:69])=[CH:66][C:65]=1[O:74][CH3:75], predict the reaction product. The product is: [CH3:71][O:70][C:68](=[O:69])[C:67]1[CH:72]=[CH:73][C:64]([NH:63][C:30]([C@@H:20]2[NH:19][C@@H:18]([CH2:33][C:34]([CH3:35])([CH3:37])[CH3:36])[C@:17]3([C:12]4[C:13](=[CH:14][C:9]([Cl:8])=[CH:10][CH:11]=4)[NH:15][C:16]3=[O:38])[C@H:21]2[C:22]2[CH:27]=[CH:26][C:25]([F:28])=[C:24]([Cl:29])[CH:23]=2)=[O:31])=[C:65]([O:74][CH3:75])[CH:66]=1.